This data is from Reaction yield outcomes from USPTO patents with 853,638 reactions. The task is: Predict the reaction yield, written as a fraction of the theoretical maximum amount of product (1.0 means a 100% yield; for example, 0.34 means a 34% yield). (1) The reactants are C([O:8][C:9]1[C:22]2[S:21][C:20]3[C:15](=[CH:16][CH:17]=[CH:18][CH:19]=3)[CH2:14][C:13]=2[C:12]([NH:23]CC2C=CC(OC)=CC=2)=[CH:11][CH:10]=1)C1C=CC=CC=1.Cl.N1C=CC=CC=1. No catalyst specified. The product is [NH2:23][C:12]1[C:13]2[CH2:14][C:15]3[C:20](=[CH:19][CH:18]=[CH:17][CH:16]=3)[S:21][C:22]=2[C:9]([OH:8])=[CH:10][CH:11]=1. The yield is 0.991. (2) The reactants are Cl[C:2]1[CH:7]=[CH:6][C:5]([N+:8]([O-:10])=[O:9])=[CH:4][N:3]=1.[Cl:11][C:12]1[CH:13]=[C:14]([OH:19])[CH:15]=[CH:16][C:17]=1[F:18].[H-].[Na+]. The catalyst is CN(C=O)C. The product is [Cl:11][C:12]1[CH:13]=[C:14]([CH:15]=[CH:16][C:17]=1[F:18])[O:19][C:2]1[CH:7]=[CH:6][C:5]([N+:8]([O-:10])=[O:9])=[CH:4][N:3]=1. The yield is 0.540. (3) The reactants are [NH2:1][C:2]1[CH:9]=[C:8]([C:10]2[O:11][CH:12]=[CH:13][CH:14]=2)[C:5]([C:6]#[N:7])=[C:4]([S:15][CH3:16])[N:3]=1.C1(C2[O:25]N2S(C2C=CC=CC=2)(=O)=O)C=CC=CC=1. The catalyst is ClCCl. The product is [NH2:1][C:2]1[CH:9]=[C:8]([C:10]2[O:11][CH:12]=[CH:13][CH:14]=2)[C:5]([C:6]#[N:7])=[C:4]([S:15]([CH3:16])=[O:25])[N:3]=1. The yield is 0.780.